This data is from Forward reaction prediction with 1.9M reactions from USPTO patents (1976-2016). The task is: Predict the product of the given reaction. (1) Given the reactants [CH3:1][NH:2][C:3]1[N:8]=[CH:7][NH:6][C:5](=[O:9])[CH:4]=1.[CH2:10](Br)[C:11]1[CH:16]=[CH:15][CH:14]=[CH:13][CH:12]=1.C(=O)([O-])[O-].[K+].[K+], predict the reaction product. The product is: [CH2:10]([N:6]1[C:5](=[O:9])[CH:4]=[C:3]([NH:2][CH3:1])[N:8]=[CH:7]1)[C:11]1[CH:16]=[CH:15][CH:14]=[CH:13][CH:12]=1. (2) Given the reactants [Li+].CC([N-]C(C)C)C.[CH2:9]([N:16]1[CH2:22][CH2:21][CH2:20][O:19][CH2:18][C:17]1=[O:23])[C:10]1[CH:15]=[CH:14][CH:13]=[CH:12][CH:11]=1.[F:24][C:25]1[CH:32]=[CH:31][C:28]([CH2:29]Br)=[CH:27][CH:26]=1, predict the reaction product. The product is: [CH2:9]([N:16]1[CH2:22][CH2:21][CH2:20][O:19][CH:18]([CH2:29][C:28]2[CH:31]=[CH:32][C:25]([F:24])=[CH:26][CH:27]=2)[C:17]1=[O:23])[C:10]1[CH:11]=[CH:12][CH:13]=[CH:14][CH:15]=1.